From a dataset of CYP1A2 inhibition data for predicting drug metabolism from PubChem BioAssay. Regression/Classification. Given a drug SMILES string, predict its absorption, distribution, metabolism, or excretion properties. Task type varies by dataset: regression for continuous measurements (e.g., permeability, clearance, half-life) or binary classification for categorical outcomes (e.g., BBB penetration, CYP inhibition). Dataset: cyp1a2_veith. (1) The drug is C#CCCCO/N=C1/C[C@@H](O)[C@@H](O)[C@@H]2[C@@H]3C(=O)N(C(C)(C)C)C(=O)[C@H]3CC[C@@H]12. The result is 0 (non-inhibitor). (2) The molecule is COC(=O)/C(C(C)=O)=C(\C=C\C=C\C=C\N(C)C)N(C)C. The result is 0 (non-inhibitor). (3) The molecule is CCN1CCN(C(c2ccccn2)c2c(NC(=O)c3ccccc3)sc(C)c2C)CC1. The result is 0 (non-inhibitor).